Dataset: Forward reaction prediction with 1.9M reactions from USPTO patents (1976-2016). Task: Predict the product of the given reaction. (1) Given the reactants [OH:1][CH2:2][CH2:3][N:4]([CH2:17][C:18]([F:21])([F:20])[F:19])[C:5]1[CH:12]=[CH:11][C:8]([C:9]#[N:10])=[C:7]([C:13]([F:16])([F:15])[F:14])[CH:6]=1.CCN(CC)CC.[CH3:29][S:30](Cl)(=[O:32])=[O:31], predict the reaction product. The product is: [CH3:29][S:30]([O:1][CH2:2][CH2:3][N:4]([C:5]1[CH:12]=[CH:11][C:8]([C:9]#[N:10])=[C:7]([C:13]([F:15])([F:16])[F:14])[CH:6]=1)[CH2:17][C:18]([F:19])([F:20])[F:21])(=[O:32])=[O:31]. (2) Given the reactants [Cl:1][C:2]1[CH:7]=[C:6]([NH2:8])[CH:5]=[CH:4][N:3]=1.C([O-])(=O)C.[K+].[I:14]Cl, predict the reaction product. The product is: [Cl:1][C:2]1[CH:7]=[C:6]([NH2:8])[C:5]([I:14])=[CH:4][N:3]=1. (3) The product is: [CH2:22]([N:24]1[CH2:28][CH2:27][C@H:26]([C:7]([C:1]2[CH:2]=[CH:3][CH:4]=[CH:5][CH:6]=2)([C:10]2[CH:11]=[CH:12][CH:13]=[CH:14][CH:15]=2)[C:8]#[N:9])[CH2:25]1)[CH3:23].[CH2:22]([N:24]1[CH2:25][CH2:18][C@@H:17]([OH:20])[CH2:16]1)[CH3:23]. Given the reactants [C:1]1([CH:7]([C:10]2[CH:15]=[CH:14][CH:13]=[CH:12][CH:11]=2)[C:8]#[N:9])[CH:6]=[CH:5][CH:4]=[CH:3][CH:2]=1.[CH3:16][C:17]([O-:20])(C)[CH3:18].[K+].[CH2:22]([N:24]1[CH2:28][CH2:27][C@H:26](C2C=C(C)C=CC=2S([O-])(=O)=O)[CH2:25]1)[CH3:23].O, predict the reaction product. (4) Given the reactants C[O:2][C:3]1[CH:4]=[C:5]2[C:9](=[CH:10][CH:11]=1)[NH:8][C:7]([CH3:12])=[CH:6]2.B(Br)(Br)Br, predict the reaction product. The product is: [CH3:12][C:7]1[NH:8][C:9]2[C:5]([CH:6]=1)=[CH:4][C:3]([OH:2])=[CH:11][CH:10]=2. (5) Given the reactants C[Si]([N-][Si](C)(C)C)(C)C.[Na+].[CH2:11]([NH:13][C:14](=[O:25])[C:15]1[CH:20]=[CH:19][CH:18]=[CH:17][C:16]=1[Si:21]([CH3:24])([CH3:23])[CH3:22])[CH3:12].[CH3:26][O:27][CH2:28]Cl, predict the reaction product. The product is: [CH2:11]([N:13]([CH2:26][O:27][CH3:28])[C:14](=[O:25])[C:15]1[CH:20]=[CH:19][CH:18]=[CH:17][C:16]=1[Si:21]([CH3:24])([CH3:23])[CH3:22])[CH3:12]. (6) Given the reactants I[C:2]1[C:6]2[C:7]([O:11][CH3:12])=[N:8][CH:9]=[CH:10][C:5]=2[N:4]([C:13]([C:26]2[CH:31]=[CH:30][CH:29]=[CH:28][CH:27]=2)([C:20]2[CH:25]=[CH:24][CH:23]=[CH:22][CH:21]=2)[C:14]2[CH:19]=[CH:18][CH:17]=[CH:16][CH:15]=2)[N:3]=1.[Cl:32][C:33]1[CH:38]=[C:37](B(O)O)[CH:36]=[CH:35][N:34]=1.C(#N)C.C([O-])(=O)C.[K+], predict the reaction product. The product is: [Cl:32][C:33]1[CH:38]=[C:37]([C:2]2[C:6]3[C:7]([O:11][CH3:12])=[N:8][CH:9]=[CH:10][C:5]=3[N:4]([C:13]([C:26]3[CH:31]=[CH:30][CH:29]=[CH:28][CH:27]=3)([C:20]3[CH:25]=[CH:24][CH:23]=[CH:22][CH:21]=3)[C:14]3[CH:19]=[CH:18][CH:17]=[CH:16][CH:15]=3)[N:3]=2)[CH:36]=[CH:35][N:34]=1. (7) Given the reactants Br[C:2]1[CH:3]=[C:4]2[C:9](=[CH:10][CH:11]=1)[C:8]([CH:12]=[O:13])=[C:7]([OH:14])[CH:6]=[CH:5]2.[Cl:15][C:16]1[CH:21]=[CH:20][C:19]([C:22]([OH:24])=[O:23])=[CH:18][C:17]=1B(O)O.C(=O)([O-])[O-].[Na+].[Na+], predict the reaction product. The product is: [Cl:15][C:16]1[CH:21]=[CH:20][C:19]([C:22]([OH:24])=[O:23])=[CH:18][C:17]=1[C:2]1[CH:11]=[CH:10][C:9]2[C:4](=[CH:5][CH:6]=[C:7]([OH:14])[C:8]=2[CH:12]=[O:13])[CH:3]=1. (8) Given the reactants [C:1]([C:3]1[CH:8]=[CH:7][C:6]([C:9]2([O:12][CH:13]([CH3:15])[CH3:14])[CH2:11][CH2:10]2)=[CH:5][CH:4]=1)#[CH:2].[CH3:16][O:17][C:18](=[O:27])[CH2:19][C:20]1[CH:25]=[CH:24][C:23](I)=[CH:22][CH:21]=1, predict the reaction product. The product is: [CH:13]([O:12][C:9]1([C:6]2[CH:7]=[CH:8][C:3]([C:1]#[C:2][C:23]3[CH:24]=[CH:25][C:20]([CH2:19][C:18]([O:17][CH3:16])=[O:27])=[CH:21][CH:22]=3)=[CH:4][CH:5]=2)[CH2:10][CH2:11]1)([CH3:15])[CH3:14]. (9) Given the reactants [CH:1]1([C:4]2[C:9]([C:10]3[CH:15]=[C:14]([O:16][CH3:17])[CH:13]=[CH:12][C:11]=3[F:18])=[CH:8][C:7]([CH2:19]O)=[CH:6][CH:5]=2)[CH2:3][CH2:2]1.S(Cl)([Cl:23])=O, predict the reaction product. The product is: [Cl:23][CH2:19][C:7]1[CH:8]=[C:9]([C:10]2[CH:15]=[C:14]([O:16][CH3:17])[CH:13]=[CH:12][C:11]=2[F:18])[C:4]([CH:1]2[CH2:3][CH2:2]2)=[CH:5][CH:6]=1. (10) Given the reactants [CH3:1][O:2][C:3]1[C:8]2[CH:9]([NH:12][C:13]3[CH:22]=[CH:21][C:20]4[C:15](=[CH:16][CH:17]=[C:18]([NH2:23])[CH:19]=4)[N:14]=3)[CH2:10][O:11][C:7]=2[CH:6]=[CH:5][CH:4]=1.[CH3:24][N:25]1[CH2:30][CH2:29][N:28]([CH2:31][C:32](O)=[O:33])[CH2:27][CH2:26]1, predict the reaction product. The product is: [CH3:1][O:2][C:3]1[C:8]2[CH:9]([NH:12][C:13]3[CH:22]=[CH:21][C:20]4[C:15](=[CH:16][CH:17]=[C:18]([NH:23][C:32](=[O:33])[CH2:31][N:28]5[CH2:29][CH2:30][N:25]([CH3:24])[CH2:26][CH2:27]5)[CH:19]=4)[N:14]=3)[CH2:10][O:11][C:7]=2[CH:6]=[CH:5][CH:4]=1.